Regression. Given two drug SMILES strings and cell line genomic features, predict the synergy score measuring deviation from expected non-interaction effect. From a dataset of NCI-60 drug combinations with 297,098 pairs across 59 cell lines. (1) Drug 1: C1=NC2=C(N=C(N=C2N1C3C(C(C(O3)CO)O)F)Cl)N. Drug 2: C(CC(=O)O)C(=O)CN.Cl. Cell line: PC-3. Synergy scores: CSS=6.28, Synergy_ZIP=-3.35, Synergy_Bliss=0.643, Synergy_Loewe=-0.586, Synergy_HSA=-0.833. (2) Cell line: NCI-H522. Drug 1: CC1C(C(CC(O1)OC2CC(CC3=C2C(=C4C(=C3O)C(=O)C5=C(C4=O)C(=CC=C5)OC)O)(C(=O)CO)O)N)O.Cl. Drug 2: COCCOC1=C(C=C2C(=C1)C(=NC=N2)NC3=CC=CC(=C3)C#C)OCCOC.Cl. Synergy scores: CSS=16.5, Synergy_ZIP=-2.08, Synergy_Bliss=2.94, Synergy_Loewe=0.787, Synergy_HSA=2.40. (3) Drug 1: CC1C(C(=O)NC(C(=O)N2CCCC2C(=O)N(CC(=O)N(C(C(=O)O1)C(C)C)C)C)C(C)C)NC(=O)C3=C4C(=C(C=C3)C)OC5=C(C(=O)C(=C(C5=N4)C(=O)NC6C(OC(=O)C(N(C(=O)CN(C(=O)C7CCCN7C(=O)C(NC6=O)C(C)C)C)C)C(C)C)C)N)C. Drug 2: C(CCl)NC(=O)N(CCCl)N=O. Cell line: 786-0. Synergy scores: CSS=16.8, Synergy_ZIP=-14.5, Synergy_Bliss=-13.1, Synergy_Loewe=-20.0, Synergy_HSA=-8.92. (4) Drug 1: C1=CC(=CC=C1CCCC(=O)O)N(CCCl)CCCl. Drug 2: CCCS(=O)(=O)NC1=C(C(=C(C=C1)F)C(=O)C2=CNC3=C2C=C(C=N3)C4=CC=C(C=C4)Cl)F. Cell line: ACHN. Synergy scores: CSS=42.0, Synergy_ZIP=-3.30, Synergy_Bliss=-2.85, Synergy_Loewe=-3.81, Synergy_HSA=-2.19. (5) Drug 1: C(CC(=O)O)C(=O)CN.Cl. Drug 2: N.N.Cl[Pt+2]Cl. Cell line: HCC-2998. Synergy scores: CSS=43.3, Synergy_ZIP=-3.62, Synergy_Bliss=-1.36, Synergy_Loewe=7.43, Synergy_HSA=7.99. (6) Drug 1: CC1=CC2C(CCC3(C2CCC3(C(=O)C)OC(=O)C)C)C4(C1=CC(=O)CC4)C. Drug 2: C1C(C(OC1N2C=C(C(=O)NC2=O)F)CO)O. Cell line: HCT116. Synergy scores: CSS=35.9, Synergy_ZIP=0.798, Synergy_Bliss=0.196, Synergy_Loewe=-27.1, Synergy_HSA=1.53.